From a dataset of TCR-epitope binding with 47,182 pairs between 192 epitopes and 23,139 TCRs. Binary Classification. Given a T-cell receptor sequence (or CDR3 region) and an epitope sequence, predict whether binding occurs between them. (1) The epitope is LEPLVDLPI. The TCR CDR3 sequence is CASSLLAPDYGYTF. Result: 1 (the TCR binds to the epitope). (2) The epitope is EILDITPCSF. The TCR CDR3 sequence is CSGWGGTRDHGYTF. Result: 0 (the TCR does not bind to the epitope). (3) The epitope is GTHWFVTQR. The TCR CDR3 sequence is CASSLALVPGELFF. Result: 1 (the TCR binds to the epitope). (4) The epitope is IIKDYGKQM. The TCR CDR3 sequence is CASSRAVSGNTIYF. Result: 0 (the TCR does not bind to the epitope). (5) The epitope is TPRVTGGGAM. The TCR CDR3 sequence is CASSLRGENRDDYEQYF. Result: 1 (the TCR binds to the epitope). (6) The epitope is IIKDYGKQM. The TCR CDR3 sequence is CASSSGRGHEKLFF. Result: 0 (the TCR does not bind to the epitope). (7) The epitope is YFPLQSYGF. The TCR CDR3 sequence is CAWGSGLGYGYTF. Result: 0 (the TCR does not bind to the epitope).